From a dataset of Full USPTO retrosynthesis dataset with 1.9M reactions from patents (1976-2016). Predict the reactants needed to synthesize the given product. Given the product [NH2:25][C:21]1[N:20]=[C:19]([C:9]2[N:4]3[CH:5]=[C:6]([CH3:8])[CH:7]=[C:2]([NH:35][CH2:34][CH2:33][CH2:32][N:26]4[CH2:31][CH2:30][O:29][CH2:28][CH2:27]4)[C:3]3=[N:11][C:10]=2[C:12]2[CH:17]=[CH:16][CH:15]=[C:14]([CH3:18])[N:13]=2)[CH:24]=[CH:23][N:22]=1, predict the reactants needed to synthesize it. The reactants are: Br[C:2]1[C:3]2[N:4]([C:9]([C:19]3[CH:24]=[CH:23][N:22]=[C:21]([NH2:25])[N:20]=3)=[C:10]([C:12]3[CH:17]=[CH:16][CH:15]=[C:14]([CH3:18])[N:13]=3)[N:11]=2)[CH:5]=[C:6]([CH3:8])[CH:7]=1.[N:26]1([CH2:32][CH2:33][CH2:34][NH2:35])[CH2:31][CH2:30][O:29][CH2:28][CH2:27]1.CC([O-])(C)C.[Na+].C1(P(C2CCCCC2)C2C=CC=CC=2C2C=CC=CC=2N(C)C)CCCCC1.